Predict the product of the given reaction. From a dataset of Forward reaction prediction with 1.9M reactions from USPTO patents (1976-2016). (1) The product is: [Cl:1][C:2]1[CH:3]=[CH:4][C:5]([C@H:8]([N:9]2[CH2:12][CH:11]([C@@H:13]([C:18]3[CH:19]=[C:20]([C:21]4[O:22][C:37](=[O:38])[NH:24][N:23]=4)[CH:25]=[C:26]([F:28])[CH:27]=3)[C:14]([F:17])([CH3:16])[CH3:15])[CH2:10]2)[C:29]2[CH:30]=[C:31]([CH:32]=[CH:33][CH:34]=2)[C:35]#[N:36])=[CH:6][CH:7]=1. Given the reactants [Cl:1][C:2]1[CH:7]=[CH:6][C:5]([C@@H:8]([C:29]2[CH:34]=[CH:33][CH:32]=[C:31]([C:35]#[N:36])[CH:30]=2)[N:9]2[CH2:12][CH:11]([C@@H:13]([C:18]3[CH:19]=[C:20]([CH:25]=[C:26]([F:28])[CH:27]=3)[C:21]([NH:23][NH2:24])=[O:22])[C:14]([F:17])([CH3:16])[CH3:15])[CH2:10]2)=[CH:4][CH:3]=1.[C:37](Cl)(Cl)=[O:38], predict the reaction product. (2) Given the reactants [ClH:1].[CH3:2][N:3]1[CH2:8][CH2:7][CH:6]([C:9](O)=[O:10])[CH2:5][CH2:4]1.C(Cl)(=O)C([Cl:15])=O, predict the reaction product. The product is: [ClH:15].[CH3:2][N:3]1[CH2:8][CH2:7][CH:6]([C:9]([Cl:1])=[O:10])[CH2:5][CH2:4]1. (3) Given the reactants [CH3:1][C:2]1[C:10]([CH3:11])=[CH:9][CH:8]=[CH:7][C:3]=1[C:4]([OH:6])=O.CN(C(ON1N=NC2C=CC=NC1=2)=[N+](C)C)C.F[P-](F)(F)(F)(F)F.C(N(C(C)C)C(C)C)C.[O:45]1[CH2:50][CH2:49][O:48][CH2:47][CH:46]1[C:51]1[C:59]2[S:58][C:57]([NH2:60])=[N:56][C:55]=2[C:54]([O:61][CH3:62])=[CH:53][CH:52]=1, predict the reaction product. The product is: [O:45]1[CH2:50][CH2:49][O:48][CH2:47][CH:46]1[C:51]1[C:59]2[S:58][C:57]([NH:60][C:4](=[O:6])[C:3]3[CH:7]=[CH:8][CH:9]=[C:10]([CH3:11])[C:2]=3[CH3:1])=[N:56][C:55]=2[C:54]([O:61][CH3:62])=[CH:53][CH:52]=1. (4) Given the reactants ClC1C=CC=C(Cl)C=1C[N:10]1[CH2:14][C@@H:13]([CH3:15])[C@@:12]([CH2:31][C:32]([O:34][C:35]([CH3:38])([CH3:37])[CH3:36])=[O:33])([C:16](=[O:30])[NH:17][CH:18]2[CH2:23][CH2:22][N:21]([CH2:24][CH2:25][CH2:26][CH2:27][CH2:28][CH3:29])[CH2:20][CH2:19]2)[CH2:11]1, predict the reaction product. The product is: [CH2:24]([N:21]1[CH2:20][CH2:19][CH:18]([NH:17][C:16]([C@:12]2([CH2:31][C:32]([O:34][C:35]([CH3:37])([CH3:36])[CH3:38])=[O:33])[C@H:13]([CH3:15])[CH2:14][NH:10][CH2:11]2)=[O:30])[CH2:23][CH2:22]1)[CH2:25][CH2:26][CH2:27][CH2:28][CH3:29]. (5) The product is: [NH2:1][C:4]1[CH:21]=[CH:20][C:7]2[N:8]=[C:9]([NH:11][C:12](=[O:19])[C:13]3[CH:18]=[CH:17][CH:16]=[CH:15][CH:14]=3)[S:10][C:6]=2[CH:5]=1. Given the reactants [N+:1]([C:4]1[CH:21]=[CH:20][C:7]2[N:8]=[C:9]([NH:11][C:12](=[O:19])[C:13]3[CH:18]=[CH:17][CH:16]=[CH:15][CH:14]=3)[S:10][C:6]=2[CH:5]=1)([O-])=O.[Sn].[OH-].[Na+], predict the reaction product. (6) Given the reactants [Cl:1][C:2]1[C:10]([Cl:11])=[CH:9][CH:8]=[CH:7][C:3]=1[C:4]([OH:6])=O.[Cl:12][C:13]1[CH:18]=[CH:17][C:16]([CH:19]([N:22]2[CH2:26][CH2:25][CH2:24][CH2:23]2)[CH2:20][NH2:21])=[CH:15][CH:14]=1, predict the reaction product. The product is: [Cl:1][C:2]1[C:10]([Cl:11])=[CH:9][CH:8]=[CH:7][C:3]=1[C:4]([NH:21][CH2:20][CH:19]([C:16]1[CH:15]=[CH:14][C:13]([Cl:12])=[CH:18][CH:17]=1)[N:22]1[CH2:26][CH2:25][CH2:24][CH2:23]1)=[O:6]. (7) Given the reactants [Br:1][C:2]1[CH:7]=[C:6]([CH3:8])[C:5]([OH:9])=[C:4]([CH3:10])[CH:3]=1.C(=O)([O-])[O-].[Cs+].[Cs+].[CH2:17](Br)[C:18]1[CH:23]=[CH:22][CH:21]=[CH:20][CH:19]=1, predict the reaction product. The product is: [Br:1][C:2]1[CH:7]=[C:6]([CH3:8])[C:5]([O:9][CH2:17][C:18]2[CH:23]=[CH:22][CH:21]=[CH:20][CH:19]=2)=[C:4]([CH3:10])[CH:3]=1. (8) Given the reactants C([O:8][C:9]1[CH:10]=[CH:11][C:12]2[O:17][C@@H:16]([C:18]3[CH:32]=[CH:31][C:21]([O:22][CH2:23][C@@H:24]([N:26]4[CH2:30][CH2:29][CH2:28][CH2:27]4)[CH3:25])=[CH:20][CH:19]=3)[C@@H:15]([C:33]3[CH:38]=[CH:37][C:36]([O:39][Si](C(C)C)(C(C)C)C(C)C)=[CH:35][CH:34]=3)[S:14][C:13]=2[CH:50]=1)C1C=CC=CC=1.C([O-])=O.[NH4+], predict the reaction product. The product is: [OH:39][C:36]1[CH:37]=[CH:38][C:33]([C@H:15]2[S:14][C:13]3[CH:50]=[C:9]([OH:8])[CH:10]=[CH:11][C:12]=3[O:17][C@H:16]2[C:18]2[CH:32]=[CH:31][C:21]([O:22][CH2:23][C@@H:24]([N:26]3[CH2:30][CH2:29][CH2:28][CH2:27]3)[CH3:25])=[CH:20][CH:19]=2)=[CH:34][CH:35]=1. (9) Given the reactants [CH2:1]([N:3]1[C:8]2[N:9]=[C:10](S(C)=O)[N:11]=[CH:12][C:7]=2[CH:6]=[CH:5][C:4]1=[O:16])[CH3:2].[CH3:17][O:18][C:19]1[CH:25]=[CH:24][CH:23]=[CH:22][C:20]=1[NH2:21], predict the reaction product. The product is: [CH2:1]([N:3]1[C:8]2[N:9]=[C:10]([NH:21][C:20]3[CH:22]=[CH:23][CH:24]=[CH:25][C:19]=3[O:18][CH3:17])[N:11]=[CH:12][C:7]=2[CH:6]=[CH:5][C:4]1=[O:16])[CH3:2].